This data is from Serine/threonine kinase 33 screen with 319,792 compounds. The task is: Binary Classification. Given a drug SMILES string, predict its activity (active/inactive) in a high-throughput screening assay against a specified biological target. (1) The compound is O(c1cc2oc(=O)ccc2cc1)Cc1ccccc1. The result is 0 (inactive). (2) The result is 0 (inactive). The molecule is O(C=1CCCC(=O)C1)C(C(=O)c1ccccc1)C. (3) The molecule is S(=O)(=O)(NCc1c(F)cccc1)NCc1sccc1. The result is 0 (inactive). (4) The molecule is O(c1c(c2[nH]c(nc2c2ccccc2)c2ccc(cc2)C(O)=O)cc([N+]([O-])=O)cc1)C. The result is 0 (inactive). (5) The compound is S(=O)(=O)(N(CC(=O)Nc1ccc(CC)cc1)c1ccccc1)N(C)C. The result is 0 (inactive). (6) The compound is S(=O)(=O)(N1CCCC1)c1cc2oc(=O)n(c2cc1)CC(=O)Nc1ccc(cc1)C(F)(F)F. The result is 0 (inactive). (7) The compound is Clc1cc(c2[nH]c(=S)[nH]c(=O)c2C#N)ccc1. The result is 0 (inactive).